From a dataset of Full USPTO retrosynthesis dataset with 1.9M reactions from patents (1976-2016). Predict the reactants needed to synthesize the given product. (1) The reactants are: [CH3:1][O:2][C:3]([C:5]1[S:6][C:7]([C:11]#[C:12][C:13]([CH3:16])([CH3:15])[CH3:14])=[CH:8][C:9]=1[NH2:10])=[O:4].CC1(C)C2C(=C(P(C3C=CC=CC=3)C3C=CC=CC=3)C=CC=2)OC2C(P(C3C=CC=CC=3)C3C=CC=CC=3)=CC=CC1=2.C(=O)([O-])[O-].[Cs+].[Cs+].Br[C:66]1[CH:78]=[CH:77][C:69]([O:70][C:71]2[CH:76]=[CH:75][CH:74]=[CH:73][N:72]=2)=[CH:68][CH:67]=1. Given the product [CH3:1][O:2][C:3]([C:5]1[S:6][C:7]([C:11]#[C:12][C:13]([CH3:16])([CH3:15])[CH3:14])=[CH:8][C:9]=1[NH:10][C:66]1[CH:67]=[CH:68][C:69]([O:70][C:71]2[CH:76]=[CH:75][CH:74]=[CH:73][N:72]=2)=[CH:77][CH:78]=1)=[O:4], predict the reactants needed to synthesize it. (2) Given the product [CH2:6]([N:13]1[CH2:17][CH2:16][CH:15]([C:19]#[N:20])[CH2:14]1)[C:7]1[CH:12]=[CH:11][CH:10]=[CH:9][CH:8]=1, predict the reactants needed to synthesize it. The reactants are: S([O-])(=O)(=O)C.[CH2:6]([N:13]1[CH2:17][CH2:16][CH:15](O)[CH2:14]1)[C:7]1[CH:12]=[CH:11][CH:10]=[CH:9][CH:8]=1.[C-:19]#[N:20].[Na+]. (3) Given the product [OH:7][CH2:8]/[CH:9]=[CH:10]/[C:11]1[CH:16]=[CH:15][C:14]([B:17]([OH:19])[OH:18])=[CH:13][CH:12]=1, predict the reactants needed to synthesize it. The reactants are: [H-].[Al+3].[Li+].[H-].[H-].[H-].[OH:7][CH2:8][C:9]#[C:10][C:11]1[CH:16]=[CH:15][C:14]([B:17]([OH:19])[OH:18])=[CH:13][CH:12]=1. (4) Given the product [Cl:24][C:20]1[CH:21]=[N:22][C:10]([F:9])=[C:11]([C:19]=1[F:23])[C:12]([O:14][C:15]([CH3:18])([CH3:17])[CH3:16])=[O:13], predict the reactants needed to synthesize it. The reactants are: [Li+].CC([N-]C(C)C)C.[F:9][C:10]1[N:22]=[CH:21][CH:20]=[C:19]([F:23])[C:11]=1[C:12]([O:14][C:15]([CH3:18])([CH3:17])[CH3:16])=[O:13].[Cl:24]C(Cl)(Cl)C(Cl)(Cl)Cl. (5) Given the product [C:1]1([CH2:7][CH2:8][C:9]2[CH:14]=[C:13]3[C:12](=[CH:11][CH:10]=2)[NH:16][C:41]2[C:37]([C:38]([OH:40])=[O:39])=[CH:36][CH:44]=[CH:43][C:42]=2[O:15]3)[CH:6]=[CH:5][CH:4]=[CH:3][CH:2]=1, predict the reactants needed to synthesize it. The reactants are: [C:1]1([CH:7]=[CH:8][C:9]2[CH:10]=[CH:11][C:12]([N+:16]([O-])=O)=[C:13]([OH:15])[CH:14]=2)[CH:6]=[CH:5][CH:4]=[CH:3][CH:2]=1.NC1C=CC(CCC2C=CC=CC=2)=CC=1O.Cl[C:36]1[C:44]([N+]([O-])=O)=[CH:43][CH:42]=[CH:41][C:37]=1[C:38]([OH:40])=[O:39]. (6) The reactants are: [NH2:1][C:2]1[C:3]([Cl:22])=[C:4]([C:10]2([OH:21])[CH2:13][N:12]([C:14]([O:16][C:17]([CH3:20])([CH3:19])[CH3:18])=[O:15])[CH2:11]2)[CH:5]=[C:6]([C:8]#[N:9])[CH:7]=1.Cl[C:24]1[N:29]=[C:28]([N:30]([CH:40]2[CH2:42][CH2:41]2)[CH2:31][C:32]2[CH:37]=[CH:36][C:35]([O:38][CH3:39])=[CH:34][CH:33]=2)[C:27]2=[N:43][CH:44]=[C:45]([C:46]#[N:47])[N:26]2[N:25]=1.C([O-])([O-])=O.[Cs+].[Cs+].CC1(C)C2C(=C(P(C3C=CC=CC=3)C3C=CC=CC=3)C=CC=2)OC2C(P(C3C=CC=CC=3)C3C=CC=CC=3)=CC=CC1=2. Given the product [Cl:22][C:3]1[C:2]([NH:1][C:24]2[N:29]=[C:28]([N:30]([CH:40]3[CH2:42][CH2:41]3)[CH2:31][C:32]3[CH:37]=[CH:36][C:35]([O:38][CH3:39])=[CH:34][CH:33]=3)[C:27]3=[N:43][CH:44]=[C:45]([C:46]#[N:47])[N:26]3[N:25]=2)=[CH:7][C:6]([C:8]#[N:9])=[CH:5][C:4]=1[C:10]1([OH:21])[CH2:13][N:12]([C:14]([O:16][C:17]([CH3:18])([CH3:19])[CH3:20])=[O:15])[CH2:11]1, predict the reactants needed to synthesize it.